This data is from Catalyst prediction with 721,799 reactions and 888 catalyst types from USPTO. The task is: Predict which catalyst facilitates the given reaction. (1) The catalyst class is: 98. Product: [CH:1]1([CH2:7][CH2:8][CH2:9][C@@H:10]([C:15]2[O:19][N:18]=[C:17]([C:20]([N:22]([CH2:24][CH2:25][CH2:26][N:27]([CH3:29])[CH3:28])[CH3:23])=[O:21])[N:16]=2)[CH2:11][C:12]([NH:48][OH:47])=[O:13])[CH2:6][CH2:5][CH2:4][CH2:3][CH2:2]1. Reactant: [CH:1]1([CH2:7][CH2:8][CH2:9][C@@H:10]([C:15]2[O:19][N:18]=[C:17]([C:20]([N:22]([CH2:24][CH2:25][CH2:26][N:27]([CH3:29])[CH3:28])[CH3:23])=[O:21])[N:16]=2)[CH2:11][C:12](O)=[O:13])[CH2:6][CH2:5][CH2:4][CH2:3][CH2:2]1.CN1CCOCC1.ClC(OCC(C)C)=O.C[Si](C)(C)[O:47][NH2:48]. (2) Reactant: [C:1]1([CH:7]2[CH2:10][C:9](=O)[CH2:8]2)[CH:6]=[CH:5][CH:4]=[CH:3][CH:2]=1.CO.C(=O)([O-])[O-].[K+].[K+].Cl.[NH2:21][OH:22]. Product: [C:1]1([CH:7]2[CH2:10][C:9](=[N:21][OH:22])[CH2:8]2)[CH:6]=[CH:5][CH:4]=[CH:3][CH:2]=1. The catalyst class is: 161. (3) Reactant: [CH3:1][NH:2][C:3]1[C:8]([N+:9]([O-])=O)=[CH:7][CH:6]=[CH:5][C:4]=1[N+:12]([O-])=O. Product: [CH3:1][NH:2][C:3]1[C:8]([NH2:9])=[CH:7][CH:6]=[CH:5][C:4]=1[NH2:12]. The catalyst class is: 312. (4) Product: [C:1]1([CH2:7][CH2:8][C:9]2[CH:23]=[CH:22][C:12]3[N:13]=[C:14]([NH:16][C:17]([NH:19][CH2:20][CH3:21])=[O:18])[S:15][C:11]=3[CH:10]=2)[CH:2]=[CH:3][CH:4]=[CH:5][CH:6]=1. The catalyst class is: 63. Reactant: [C:1]1([C:7]#[C:8][C:9]2[CH:23]=[CH:22][C:12]3[N:13]=[C:14]([NH:16][C:17]([NH:19][CH2:20][CH3:21])=[O:18])[S:15][C:11]=3[CH:10]=2)[CH:6]=[CH:5][CH:4]=[CH:3][CH:2]=1. (5) Reactant: [C:1]([O:5][P:6]([CH2:17][CH:18]([CH2:26][CH2:27][C:28]([O:30][C:31]([CH3:34])([CH3:33])[CH3:32])=[O:29])[C:19]([O:21][C:22]([CH3:25])([CH3:24])[CH3:23])=[O:20])([CH2:8][NH:9]CC1C=CC=CC=1)=[O:7])([CH3:4])([CH3:3])[CH3:2]. Product: [NH2:9][CH2:8][P:6]([CH2:17][CH:18]([CH2:26][CH2:27][C:28]([O:30][C:31]([CH3:34])([CH3:33])[CH3:32])=[O:29])[C:19]([O:21][C:22]([CH3:23])([CH3:24])[CH3:25])=[O:20])([O:5][C:1]([CH3:3])([CH3:4])[CH3:2])=[O:7]. The catalyst class is: 29.